Dataset: CYP2C19 inhibition data for predicting drug metabolism from PubChem BioAssay. Task: Regression/Classification. Given a drug SMILES string, predict its absorption, distribution, metabolism, or excretion properties. Task type varies by dataset: regression for continuous measurements (e.g., permeability, clearance, half-life) or binary classification for categorical outcomes (e.g., BBB penetration, CYP inhibition). Dataset: cyp2c19_veith. (1) The compound is COc1ccc(S(=O)(=O)N2c3cc(C)ccc3OCC2C(C)(C)C)cc1. The result is 1 (inhibitor). (2) The molecule is CC1=C(C(=O)Nc2ccccc2F)C(c2ccsc2)C2=C(CC(c3ccccc3)CC2=O)N1. The result is 1 (inhibitor).